Dataset: Retrosynthesis with 50K atom-mapped reactions and 10 reaction types from USPTO. Task: Predict the reactants needed to synthesize the given product. (1) Given the product Cc1cc(N)c(O)c(F)c1, predict the reactants needed to synthesize it. The reactants are: Cc1cc(F)c(O)c([N+](=O)[O-])c1. (2) Given the product CC(=O)N1CCc2nc(Nc3ccc(-c4cnco4)cc3)nc(N3CCCC(CO)C3)c2C1, predict the reactants needed to synthesize it. The reactants are: CC(=O)N1CCc2nc(Nc3ccc(-c4cnco4)cc3)nc(OS(=O)(=O)C(F)(F)F)c2C1.OCC1CCCNC1.